Dataset: NCI-60 drug combinations with 297,098 pairs across 59 cell lines. Task: Regression. Given two drug SMILES strings and cell line genomic features, predict the synergy score measuring deviation from expected non-interaction effect. (1) Drug 1: CCC1=CC2CC(C3=C(CN(C2)C1)C4=CC=CC=C4N3)(C5=C(C=C6C(=C5)C78CCN9C7C(C=CC9)(C(C(C8N6C)(C(=O)OC)O)OC(=O)C)CC)OC)C(=O)OC.C(C(C(=O)O)O)(C(=O)O)O. Drug 2: CCN(CC)CCCC(C)NC1=C2C=C(C=CC2=NC3=C1C=CC(=C3)Cl)OC. Cell line: SR. Synergy scores: CSS=81.5, Synergy_ZIP=-0.135, Synergy_Bliss=-0.192, Synergy_Loewe=-0.726, Synergy_HSA=0.899. (2) Drug 1: C1CN(CCN1C(=O)CCBr)C(=O)CCBr. Drug 2: COC1=C2C(=CC3=C1OC=C3)C=CC(=O)O2. Cell line: HCT-15. Synergy scores: CSS=24.0, Synergy_ZIP=-6.10, Synergy_Bliss=-5.73, Synergy_Loewe=-5.64, Synergy_HSA=-8.27. (3) Drug 1: CN(C)N=NC1=C(NC=N1)C(=O)N. Drug 2: COC1=NC(=NC2=C1N=CN2C3C(C(C(O3)CO)O)O)N. Cell line: MDA-MB-435. Synergy scores: CSS=-2.20, Synergy_ZIP=6.09, Synergy_Bliss=8.55, Synergy_Loewe=-0.459, Synergy_HSA=1.03.